This data is from Full USPTO retrosynthesis dataset with 1.9M reactions from patents (1976-2016). The task is: Predict the reactants needed to synthesize the given product. (1) Given the product [CH3:3][O:4][CH2:5][CH2:6][N:7]1[CH:11]=[CH:10][CH:9]=[C:8]1[C:12]([C:18]1[CH:23]=[CH:22][C:21]([N:24]([CH3:34])[S:25]([C:28]2[CH:29]=[CH:30][CH:31]=[CH:32][CH:33]=2)(=[O:27])=[O:26])=[CH:20][CH:19]=1)([O:17][CH3:36])[C:13]([F:15])([F:14])[F:16], predict the reactants needed to synthesize it. The reactants are: [H-].[Na+].[CH3:3][O:4][CH2:5][CH2:6][N:7]1[CH:11]=[CH:10][CH:9]=[C:8]1[C:12]([C:18]1[CH:23]=[CH:22][C:21]([N:24]([CH3:34])[S:25]([C:28]2[CH:33]=[CH:32][CH:31]=[CH:30][CH:29]=2)(=[O:27])=[O:26])=[CH:20][CH:19]=1)([OH:17])[C:13]([F:16])([F:15])[F:14].I[CH3:36]. (2) Given the product [CH3:33][O:30][C:22]1[CH:23]=[CH:24][CH:25]=[CH:26][C:21]=1[CH2:20][C:19]1[C:3]2[C:4](=[O:18])[N:5]([C:12]3[CH:17]=[CH:16][CH:15]=[CH:14][CH:13]=3)[C:6]3[N:7]=[CH:8][CH:9]=[CH:10][C:11]=3[C:2]=2[NH:32][N:31]=1, predict the reactants needed to synthesize it. The reactants are: O[C:2]1[C:11]2[C:6](=[N:7][CH:8]=[CH:9][CH:10]=2)[N:5]([C:12]2[CH:17]=[CH:16][CH:15]=[CH:14][CH:13]=2)[C:4](=[O:18])[C:3]=1[C:19](=O)[CH2:20][C:21]1[CH:26]=[CH:25][CH:24]=[CH:23][C:22]=1OC.[OH2:30].[NH2:31][NH2:32].[CH3:33]N(C=O)C. (3) Given the product [OH:26][C:21]([CH3:20])([CH2:22][OH:23])[C:24]#[C:25][C:2]1[C:3]([F:19])=[CH:4][C:5]2[O:11][CH2:10][CH2:9][N:8]3[CH:12]=[C:13]([C:15]([NH2:17])=[O:16])[N:14]=[C:7]3[C:6]=2[CH:18]=1, predict the reactants needed to synthesize it. The reactants are: Br[C:2]1[C:3]([F:19])=[CH:4][C:5]2[O:11][CH2:10][CH2:9][N:8]3[CH:12]=[C:13]([C:15]([NH2:17])=[O:16])[N:14]=[C:7]3[C:6]=2[CH:18]=1.[CH3:20][C:21]([OH:26])([C:24]#[CH:25])[CH2:22][OH:23]. (4) Given the product [OH:35][CH2:34][C:28]1[CH:29]=[C:30]2[C:25](=[CH:26][CH:27]=1)[C@H:24]([NH:23][C:16](=[O:17])[O:18][C:19]([CH3:20])([CH3:21])[CH3:22])[CH2:33][CH2:32][CH2:31]2, predict the reactants needed to synthesize it. The reactants are: C(N(CC)CC)C.[C:19]([O:18][C:16](O[C:16]([O:18][C:19]([CH3:22])([CH3:21])[CH3:20])=[O:17])=[O:17])([CH3:22])([CH3:21])[CH3:20].[NH2:23][C@@H:24]1[CH2:33][CH2:32][CH2:31][C:30]2[CH:29]=[C:28]([CH2:34][OH:35])[CH:27]=[CH:26][C:25]1=2.C(OCC)(=O)C. (5) Given the product [N:23]1[C:24]([CH2:32][N:11]([CH:9]2[C:10]3[N:1]=[CH:2][CH:3]=[CH:4][C:5]=3[CH2:6][CH2:7][CH2:8]2)[CH2:12][CH2:13][CH2:14][NH:15][C:16](=[O:22])[O:17][C:18]([CH3:19])([CH3:21])[CH3:20])=[CH:25][N:26]2[CH:31]=[CH:30][CH:29]=[CH:28][C:27]=12, predict the reactants needed to synthesize it. The reactants are: [N:1]1[C:10]2[CH:9]([NH:11][CH2:12][CH2:13][CH2:14][NH:15][C:16](=[O:22])[O:17][C:18]([CH3:21])([CH3:20])[CH3:19])[CH2:8][CH2:7][CH2:6][C:5]=2[CH:4]=[CH:3][CH:2]=1.[N:23]1[C:24]([CH:32]=O)=[CH:25][N:26]2[CH:31]=[CH:30][CH:29]=[CH:28][C:27]=12.C(O)(=O)C.C(O[BH-](OC(=O)C)OC(=O)C)(=O)C.[Na+].C(=O)([O-])[O-].[Na+].[Na+]. (6) Given the product [CH3:51][N:15]([CH3:14])[C:16]1([C:45]2[CH:50]=[CH:49][CH:48]=[CH:47][CH:46]=2)[CH2:21][CH2:20][CH:19]([CH2:22][O:23][CH2:24][C:25]2[C:33]3[C:28](=[CH:29][CH:30]=[C:31]([F:34])[CH:32]=3)[N:27]([C:35](=[O:37])[CH3:36])[CH:26]=2)[CH2:18][CH2:17]1, predict the reactants needed to synthesize it. The reactants are: O.[F-].C([N+](C)(C)C)C1C=CC=CC=1.[CH3:14][N:15]([CH3:51])[C:16]1([C:45]2[CH:50]=[CH:49][CH:48]=[CH:47][CH:46]=2)[CH2:21][CH2:20][CH:19]([CH2:22][O:23][CH2:24][C:25]2[C:33]3[C:28](=[CH:29][CH:30]=[C:31]([F:34])[CH:32]=3)[N:27]([C:35](=[O:37])[CH3:36])[C:26]=2[Si](CC)(CC)CC)[CH2:18][CH2:17]1. (7) Given the product [C:6]([NH:5][C@@H:4]([CH2:9][S:10][N:12]=[O:13])[C:3]([O:2][CH3:1])=[O:11])(=[O:8])[CH3:7].[N:12]([O-:14])=[O:13].[Na+:15], predict the reactants needed to synthesize it. The reactants are: [CH3:1][O:2][C:3](=[O:11])[C@H:4]([CH2:9][SH:10])[NH:5][C:6](=[O:8])[CH3:7].[N:12]([O-:14])=[O:13].[Na+:15]. (8) Given the product [Cl:20][C:12]1[C:11](/[C:4](=[N:3]\[O:2][CH3:1])/[C:5]2[CH:6]=[CH:7][CH:8]=[CH:9][CH:10]=2)=[CH:16][N:15]=[C:14]2[N:17]([CH2:24][CH2:25][O:26][C:27]3[CH:28]=[CH:29][C:30]([CH2:33][CH:34]([O:39][CH2:40][C:41]([F:42])([F:43])[F:44])[C:35]([O:37][CH3:38])=[O:36])=[CH:31][CH:32]=3)[CH:18]=[CH:19][C:13]=12, predict the reactants needed to synthesize it. The reactants are: [CH3:1][O:2]/[N:3]=[C:4](\[C:11]1[C:12]([Cl:20])=[C:13]2[CH:19]=[CH:18][NH:17][C:14]2=[N:15][CH:16]=1)/[C:5]1[CH:10]=[CH:9][CH:8]=[CH:7][CH:6]=1.[H-].[Na+].Br[CH2:24][CH2:25][O:26][C:27]1[CH:32]=[CH:31][C:30]([CH2:33][CH:34]([O:39][CH2:40][C:41]([F:44])([F:43])[F:42])[C:35]([O:37][CH3:38])=[O:36])=[CH:29][CH:28]=1.[I-].[K+]. (9) Given the product [NH2:23][C@@H:24]([CH2:28][O:29][CH2:30][C:31]1[CH:32]=[CH:33][C:34]([F:37])=[CH:35][CH:36]=1)[C:25]([NH:11][C:10]1[CH:12]=[CH:13][C:7]([O:6][C:5]2[CH:14]=[CH:15][C:2]([Cl:1])=[CH:3][CH:4]=2)=[CH:8][CH:9]=1)=[O:26], predict the reactants needed to synthesize it. The reactants are: [Cl:1][C:2]1[CH:15]=[CH:14][C:5]([O:6][C:7]2[CH:13]=[CH:12][C:10]([NH2:11])=[CH:9][CH:8]=2)=[CH:4][CH:3]=1.C(OC([NH:23][C@@H:24]([CH2:28][O:29][CH2:30][C:31]1[CH:36]=[CH:35][C:34]([F:37])=[CH:33][CH:32]=1)[C:25](O)=[O:26])=O)(C)(C)C.